This data is from Forward reaction prediction with 1.9M reactions from USPTO patents (1976-2016). The task is: Predict the product of the given reaction. (1) Given the reactants [Cl:1][C:2]1[CH:3]=[C:4]([C:9]2[N:13]([C:14]3[CH:19]=[CH:18][CH:17]=CN=3)[N:12]=[C:11]([C:20]([OH:22])=[O:21])[CH:10]=2)[CH:5]=[C:6]([F:8])[CH:7]=1.Br.[CH3:24][C:25]1C=C(NN)C=C[N:26]=1, predict the reaction product. The product is: [Cl:1][C:2]1[CH:3]=[C:4]([C:9]2[N:13]([C:14]3[CH:24]=[CH:25][N:26]=[C:18]([CH3:17])[CH:19]=3)[N:12]=[C:11]([C:20]([OH:22])=[O:21])[CH:10]=2)[CH:5]=[C:6]([F:8])[CH:7]=1. (2) Given the reactants [NH2:1][C:2]1[C:7]([C:8]([F:11])([F:10])[F:9])=[CH:6][CH:5]=[CH:4][C:3]=1[C:12]([C:14]1[CH:19]=[CH:18][CH:17]=[C:16]([OH:20])[CH:15]=1)=O.[F:21][C:22]1[CH:23]=[C:24]([CH2:28][CH:29]=O)[CH:25]=[CH:26][CH:27]=1, predict the reaction product. The product is: [F:21][C:22]1[CH:23]=[C:24]([C:28]2[CH:29]=[N:1][C:2]3[C:3]([C:12]=2[C:14]2[CH:15]=[C:16]([OH:20])[CH:17]=[CH:18][CH:19]=2)=[CH:4][CH:5]=[CH:6][C:7]=3[C:8]([F:11])([F:10])[F:9])[CH:25]=[CH:26][CH:27]=1. (3) Given the reactants [C:1]([C:5]1[CH:10]=[C:9]([C:11]([CH3:14])([CH3:13])[CH3:12])[CH:8]=[C:7]([CH:15]=NC2C(Br)=CC=CC=2Br)[C:6]=1[OH:25])([CH3:4])([CH3:3])[CH3:2].[Cl:26][C:27]1[CH:33]=[CH:32][CH:31]=[C:30]([Cl:34])[C:28]=1[NH2:29].C(C1C(O)=C(C=C(C(C)(C)C)C=1)C=O)(C)(C)C, predict the reaction product. The product is: [C:1]([C:5]1[CH:10]=[C:9]([C:11]([CH3:14])([CH3:13])[CH3:12])[CH:8]=[C:7]([CH:15]=[N:29][C:28]2[C:27]([Cl:26])=[CH:33][CH:32]=[CH:31][C:30]=2[Cl:34])[C:6]=1[OH:25])([CH3:4])([CH3:3])[CH3:2]. (4) Given the reactants [CH3:1][C:2]1[N:7]([CH2:8][C:9](O)=[O:10])[C:6](=[O:12])[C:5]([NH:13][S:14]([CH2:17][C:18]2[CH:23]=[CH:22][CH:21]=[C:20]([C:24]([F:27])([F:26])[F:25])[CH:19]=2)(=[O:16])=[O:15])=[CH:4][CH:3]=1.Br.Br.[S:30]1[C:34]2[CH2:35][CH:36]([NH2:39])[CH2:37][CH2:38][C:33]=2[N:32]=[C:31]1[NH2:40], predict the reaction product. The product is: [NH2:40][C:31]1[S:30][C:34]2[CH2:35][CH:36]([NH:39][C:9](=[O:10])[CH2:8][N:7]3[C:2]([CH3:1])=[CH:3][CH:4]=[C:5]([NH:13][S:14]([CH2:17][C:18]4[CH:23]=[CH:22][CH:21]=[C:20]([C:24]([F:26])([F:25])[F:27])[CH:19]=4)(=[O:15])=[O:16])[C:6]3=[O:12])[CH2:37][CH2:38][C:33]=2[N:32]=1. (5) The product is: [C:3]([C:5]1[CH:10]=[CH:9][C:8]([NH:11][C:12](=[O:14])[CH3:13])=[CH:7][C:6]=1[NH:15][C:16](=[O:30])[CH2:17][CH:18]([C:20]1[CH:29]=[CH:28][C:27]2[C:22](=[CH:23][CH:24]=[CH:25][CH:26]=2)[CH:21]=1)[CH3:19])([OH:4])=[O:2]. Given the reactants C[O:2][C:3]([C:5]1[CH:10]=[CH:9][C:8]([NH:11][C:12](=[O:14])[CH3:13])=[CH:7][C:6]=1[NH:15][C:16](=[O:30])[CH2:17][CH:18]([C:20]1[CH:29]=[CH:28][C:27]2[C:22](=[CH:23][CH:24]=[CH:25][CH:26]=2)[CH:21]=1)[CH3:19])=[O:4].[OH-].[Na+], predict the reaction product. (6) Given the reactants [N+:1]([C:4]1[CH:9]=[CH:8][C:7]([N:10]2[CH2:15][CH2:14][N:13]([CH:16]([OH:18])[CH3:17])[CH2:12][CH2:11]2)=[CH:6][CH:5]=1)([O-])=O, predict the reaction product. The product is: [NH2:1][C:4]1[CH:5]=[CH:6][C:7]([N:10]2[CH2:11][CH2:12][N:13]([CH:16]([OH:18])[CH3:17])[CH2:14][CH2:15]2)=[CH:8][CH:9]=1. (7) Given the reactants [Br:1][C:2]1C=C(N)[C:5]([NH2:9])=[C:4]([F:10])[CH:3]=1.[CH2:11]([N:13]([CH2:16][CH3:17])[CH2:14]C)C.ClC(Cl)(OC(=O)OC(Cl)(Cl)Cl)Cl.[OH-:30].[Na+].O.C(=O)([O-])[O-].[K+].[K+].[CH3:39]I, predict the reaction product. The product is: [Br:1][C:2]1[CH:3]=[C:4]([F:10])[C:5]2[N:9]([CH3:39])[C:14](=[O:30])[N:13]([CH3:11])[C:16]=2[CH:17]=1.